Predict the reaction yield, written as a fraction of the theoretical maximum amount of product (1.0 means a 100% yield; for example, 0.34 means a 34% yield). From a dataset of Reaction yield outcomes from USPTO patents with 853,638 reactions. The reactants are [NH2:1][C@H:2]([C:4]([NH:6][CH:7]1[N:13]=[C:12]([C:14]2[CH:19]=[CH:18][CH:17]=[CH:16][CH:15]=2)[C:11]2[CH:20]=[CH:21][CH:22]=[CH:23][C:10]=2[N:9]([CH3:24])[C:8]1=[O:25])=[O:5])[CH3:3].[Cl:26][CH2:27][C:28](Cl)=[O:29]. The catalyst is C(Cl)Cl. The product is [Cl:26][CH2:27][C:28]([NH:1][C@H:2]([C:4]([NH:6][CH:7]1[N:13]=[C:12]([C:14]2[CH:19]=[CH:18][CH:17]=[CH:16][CH:15]=2)[C:11]2[CH:20]=[CH:21][CH:22]=[CH:23][C:10]=2[N:9]([CH3:24])[C:8]1=[O:25])=[O:5])[CH3:3])=[O:29]. The yield is 0.980.